The task is: Predict the reaction yield, written as a fraction of the theoretical maximum amount of product (1.0 means a 100% yield; for example, 0.34 means a 34% yield).. This data is from Reaction yield outcomes from USPTO patents with 853,638 reactions. (1) The reactants are F[C:2]1[C:7]([CH3:8])=[CH:6][CH:5]=[CH:4][N:3]=1.[CH3:9][OH:10].C[O-].[Na+]. The catalyst is O. The product is [CH3:9][O:10][C:2]1[C:7]([CH3:8])=[CH:6][CH:5]=[CH:4][N:3]=1. The yield is 0.620. (2) The reactants are [CH3:1][O:2][C:3]1[CH:8]=[C:7]([C:9]([N:11]2[CH2:14][CH:13]([O:15][CH3:16])[CH2:12]2)=[O:10])[CH:6]=[CH:5][C:4]=1[NH:17][C:18]1[N:19]=[CH:20][C:21]2[C:26]([CH:27]=1)=[C:25]([C:28]1[CH:29]=[N:30][N:31]([CH:33]3[CH2:38][CH2:37][N:36](C(OC(C)(C)C)=O)[CH2:35][CH2:34]3)[CH:32]=1)[CH:24]=[CH:23][CH:22]=2.C(O)(C(F)(F)F)=O. The catalyst is C(Cl)Cl. The product is [CH3:1][O:2][C:3]1[CH:8]=[C:7]([C:9]([N:11]2[CH2:12][CH:13]([O:15][CH3:16])[CH2:14]2)=[O:10])[CH:6]=[CH:5][C:4]=1[NH:17][C:18]1[N:19]=[CH:20][C:21]2[C:26]([CH:27]=1)=[C:25]([C:28]1[CH:29]=[N:30][N:31]([CH:33]3[CH2:34][CH2:35][NH:36][CH2:37][CH2:38]3)[CH:32]=1)[CH:24]=[CH:23][CH:22]=2. The yield is 0.980.